This data is from Reaction yield outcomes from USPTO patents with 853,638 reactions. The task is: Predict the reaction yield, written as a fraction of the theoretical maximum amount of product (1.0 means a 100% yield; for example, 0.34 means a 34% yield). (1) The reactants are [Br:1][C:2]1[CH:7]=[CH:6][C:5]([NH:8][C:9]2[C:10]([CH2:19][OH:20])=[CH:11][C:12]3[NH:16][CH:15]=[N:14][C:13]=3[C:17]=2[F:18])=[C:4]([Cl:21])[CH:3]=1. The catalyst is O1CCCC1.CC(C)=O.O=[Mn]=O. The product is [Br:1][C:2]1[CH:7]=[CH:6][C:5]([NH:8][C:9]2[C:10]([CH:19]=[O:20])=[CH:11][C:12]3[NH:16][CH:15]=[N:14][C:13]=3[C:17]=2[F:18])=[C:4]([Cl:21])[CH:3]=1. The yield is 0.850. (2) The reactants are CC1(C)C(C)(C)OB([C:9]2[S:10][C:11]([S:14]([CH3:17])(=[O:16])=[O:15])=[CH:12][CH:13]=2)O1.Br[C:20]1[N:25]=[C:24]([NH:26][C:27]2[CH:31]=[C:30]([CH:32]3[CH2:34][CH2:33]3)[NH:29][N:28]=2)[C:23]([C:35]#[C:36][Si](C)(C)C)=[CH:22][N:21]=1.C([O-])([O-])=O.[K+].[K+].O1CCOCC1. The catalyst is O. The product is [CH:32]1([C:30]2[NH:29][N:28]=[C:27]([NH:26][C:24]3[C:23]([C:35]#[CH:36])=[CH:22][N:21]=[C:20]([C:9]4[S:10][C:11]([S:14]([CH3:17])(=[O:15])=[O:16])=[CH:12][CH:13]=4)[N:25]=3)[CH:31]=2)[CH2:34][CH2:33]1. The yield is 0.500.